Dataset: Catalyst prediction with 721,799 reactions and 888 catalyst types from USPTO. Task: Predict which catalyst facilitates the given reaction. Reactant: [CH2:1]([NH2:4])[CH2:2]N.CO[Si](CCC[C:15]1[CH:20]=[CH:19][CH:18]=[CH:17][C:16]=1[OH:21])(OC)OC.C=O. Product: [O:21]1[C:16]2[CH:17]=[CH:18][CH:19]=[CH:20][C:15]=2[CH:2]=[CH:1][NH:4]1. The catalyst class is: 11.